This data is from Peptide-MHC class II binding affinity with 134,281 pairs from IEDB. The task is: Regression. Given a peptide amino acid sequence and an MHC pseudo amino acid sequence, predict their binding affinity value. This is MHC class II binding data. (1) The peptide sequence is KTVSEGAVDIINKWQ. The MHC is DRB1_0405 with pseudo-sequence DRB1_0405. The binding affinity (normalized) is 0.148. (2) The peptide sequence is IKEKGKDKWIALKES. The MHC is HLA-DQA10501-DQB10201 with pseudo-sequence HLA-DQA10501-DQB10201. The binding affinity (normalized) is 0.0787.